This data is from Full USPTO retrosynthesis dataset with 1.9M reactions from patents (1976-2016). The task is: Predict the reactants needed to synthesize the given product. (1) Given the product [F:33][C:31]1[CH:32]=[C:27]([C:25]2[O:24][N:23]=[C:22]([CH2:21][N:5]3[C:6]4[C:11](=[C:10]([C:13]([F:16])([F:14])[F:15])[C:9]([C:17]#[N:18])=[CH:8][CH:7]=4)[CH:12]=[C:4]3[CH2:3][CH:2]([CH3:19])[CH3:1])[N:26]=2)[CH:28]=[C:29]([F:34])[CH:30]=1, predict the reactants needed to synthesize it. The reactants are: [CH3:1][CH:2]([CH3:19])[CH2:3][C:4]1[NH:5][C:6]2[C:11]([CH:12]=1)=[C:10]([C:13]([F:16])([F:15])[F:14])[C:9]([C:17]#[N:18])=[CH:8][CH:7]=2.Cl[CH2:21][C:22]1[N:26]=[C:25]([C:27]2[CH:32]=[C:31]([F:33])[CH:30]=[C:29]([F:34])[CH:28]=2)[O:24][N:23]=1. (2) Given the product [Cl:1][C:2]1[CH:3]=[C:4]2[C:12](=[CH:13][C:14]=1[Cl:15])[NH:11][C:10]1[C:9]([C:31]([F:32])([F:33])[F:34])([OH:26])[C:8]([F:35])([F:36])[CH2:7][CH2:6][C:5]2=1, predict the reactants needed to synthesize it. The reactants are: [Cl:1][C:2]1[CH:3]=[C:4]2[C:12](=[CH:13][C:14]=1[Cl:15])[N:11](S(C1C=CC(C)=CC=1)(=O)=O)[C:10]1[C:9]([C:31]([F:34])([F:33])[F:32])([O:26][Si](C)(C)C)[C:8]([F:36])([F:35])[CH2:7][CH2:6][C:5]2=1.[OH-].[K+].CCO.